Dataset: Forward reaction prediction with 1.9M reactions from USPTO patents (1976-2016). Task: Predict the product of the given reaction. (1) The product is: [OH:8][C:9]1[CH:14]=[CH:13][C:12]([CH2:15][C:16]([NH:18][C:19]2[CH:27]=[CH:26][CH:25]=[C:24]3[C:20]=2[CH:21]=[N:22][N:23]3[CH2:28][CH2:29][N:30]2[CH2:34][CH2:33][CH2:32][CH2:31]2)=[O:17])=[CH:11][CH:10]=1. Given the reactants C([O:8][C:9]1[CH:14]=[CH:13][C:12]([CH2:15][C:16]([NH:18][C:19]2[CH:27]=[CH:26][CH:25]=[C:24]3[C:20]=2[CH:21]=[N:22][N:23]3[CH2:28][CH2:29][N:30]2[CH2:34][CH2:33][CH2:32][CH2:31]2)=[O:17])=[CH:11][CH:10]=1)C1C=CC=CC=1, predict the reaction product. (2) Given the reactants [NH2:1][C:2]1[N:7]=[C:6](S(C)=O)[C:5]([C:11]2[CH:12]=[CH:13][C:14](=[O:18])[N:15]([CH3:17])[N:16]=2)=[C:4]([C:19]2[CH:24]=[CH:23][CH:22]=[CH:21][CH:20]=2)[N:3]=1.[NH2:25][C:26]1[CH:31]=[CH:30][CH:29]=[CH:28][CH:27]=1, predict the reaction product. The product is: [NH2:1][C:2]1[N:7]=[C:6]([NH:25][C:26]2[CH:31]=[CH:30][CH:29]=[CH:28][CH:27]=2)[C:5]([C:11]2[CH:12]=[CH:13][C:14](=[O:18])[N:15]([CH3:17])[N:16]=2)=[C:4]([C:19]2[CH:24]=[CH:23][CH:22]=[CH:21][CH:20]=2)[N:3]=1. (3) Given the reactants [F:1][C:2]1[CH:3]=[C:4]([NH2:9])[CH:5]=[CH:6][C:7]=1[I:8].[O:10](C(OC(C)(C)C)=O)[C:11]([O:13][C:14]([CH3:17])([CH3:16])[CH3:15])=O.O.CCOC(C)=O, predict the reaction product. The product is: [C:14]([O:13][C:11](=[O:10])[NH:9][C:4]1[CH:5]=[CH:6][C:7]([I:8])=[C:2]([F:1])[CH:3]=1)([CH3:17])([CH3:16])[CH3:15]. (4) The product is: [CH2:15]([O:14][C:12](=[O:13])[NH:11][CH:8]1[CH2:7][C:6](=[O:5])[O:18][CH:9]1[O:10][CH2:21][CH2:20][Cl:19])[CH:16]=[CH2:17]. Given the reactants C([O:5][C:6](=[O:18])[CH2:7][CH:8]([NH:11][C:12]([O:14][CH2:15][CH:16]=[CH2:17])=[O:13])[CH2:9][OH:10])(C)(C)C.[Cl:19][CH:20](O)[CH3:21], predict the reaction product. (5) Given the reactants ClC(OCC)=O.[CH:7]1([O:12][C:13](=[O:28])[C@@H:14]([NH:20][C:21]([O:23][C:24]([CH3:27])([CH3:26])[CH3:25])=[O:22])[CH2:15][CH2:16][C:17](O)=[O:18])[CH2:11][CH2:10][CH2:9][CH2:8]1.CN1CCOCC1.[BH4-].[Na+].Cl, predict the reaction product. The product is: [CH:7]1([O:12][C:13](=[O:28])[C@@H:14]([NH:20][C:21]([O:23][C:24]([CH3:26])([CH3:25])[CH3:27])=[O:22])[CH2:15][CH2:16][CH2:17][OH:18])[CH2:11][CH2:10][CH2:9][CH2:8]1.